Dataset: Peptide-MHC class I binding affinity with 185,985 pairs from IEDB/IMGT. Task: Regression. Given a peptide amino acid sequence and an MHC pseudo amino acid sequence, predict their binding affinity value. This is MHC class I binding data. (1) The peptide sequence is FLLYILFLVK. The MHC is HLA-A31:01 with pseudo-sequence HLA-A31:01. The binding affinity (normalized) is 0.149. (2) The peptide sequence is AQTVEDEARR. The MHC is HLA-B15:01 with pseudo-sequence HLA-B15:01. The binding affinity (normalized) is 0. (3) The peptide sequence is FAHELEMLC. The MHC is HLA-B15:01 with pseudo-sequence HLA-B15:01. The binding affinity (normalized) is 0.0847. (4) The peptide sequence is QPARTQQLL. The MHC is HLA-B07:02 with pseudo-sequence HLA-B07:02. The binding affinity (normalized) is 0.316. (5) The peptide sequence is ILSLPRIAL. The MHC is HLA-B08:01 with pseudo-sequence HLA-B08:01. The binding affinity (normalized) is 0.